This data is from Reaction yield outcomes from USPTO patents with 853,638 reactions. The task is: Predict the reaction yield, written as a fraction of the theoretical maximum amount of product (1.0 means a 100% yield; for example, 0.34 means a 34% yield). (1) The catalyst is C1COCC1.CN(C=O)C. The yield is 0.780. The reactants are [C:1]([C:3]1[CH:4]=[C:5]2[C:9](=[CH:10][CH:11]=1)[N:8](C1CCCCO1)[N:7]=[C:6]2[C:18]1[CH:19]=[C:20]([CH:24]=[CH:25][CH:26]=1)[C:21](O)=[O:22])#[N:2].Cl.[NH2:28][CH:29]1[CH2:37][C:36]2[C:31](=[CH:32][CH:33]=[CH:34][CH:35]=2)[CH2:30]1.C1C=CC2N(O)[N:45]=[N:44]C=2C=1.CCN=C=NC[CH2:54][CH2:55][N:56]([CH3:58])[CH3:57].Cl.C(N(CC)CC)C. The product is [CH3:58][N:56]([CH2:55][C:54]1[N:2]=[C:1]([C:3]2[CH:4]=[C:5]3[C:9](=[CH:10][CH:11]=2)[NH:8][N:7]=[C:6]3[C:18]2[CH:19]=[C:20]([C:21]([NH:28][CH:29]3[CH2:37][C:36]4[C:31](=[CH:32][CH:33]=[CH:34][CH:35]=4)[CH2:30]3)=[O:22])[CH:24]=[CH:25][CH:26]=2)[NH:45][N:44]=1)[CH3:57]. (2) The reactants are [NH2:1][C:2]1[CH:7]=[C:6]([O:8]C)[CH:5]=[CH:4][C:3]=1[C:10]1[O:11][C:12]2[C:17]([C:18](=[O:20])[CH:19]=1)=[CH:16][CH:15]=[CH:14][CH:13]=2.I.C(O)(=O)C. The catalyst is O. The product is [NH2:1][C:2]1[CH:7]=[C:6]([OH:8])[CH:5]=[CH:4][C:3]=1[C:10]1[O:11][C:12]2[C:17]([C:18](=[O:20])[CH:19]=1)=[CH:16][CH:15]=[CH:14][CH:13]=2. The yield is 0.490. (3) The reactants are [F:1][C:2]1[CH:7]=[CH:6][C:5]([C:8]2[C:12]([CH2:13][O:14][C:15]3[CH:23]=[CH:22][C:18]([C:19]([OH:21])=O)=[CH:17][N:16]=3)=[C:11]([CH3:24])[O:10][N:9]=2)=[CH:4][CH:3]=1.[CH:25]1([CH2:28][NH2:29])[CH2:27][CH2:26]1. No catalyst specified. The product is [CH:25]1([CH2:28][NH:29][C:19](=[O:21])[C:18]2[CH:22]=[CH:23][C:15]([O:14][CH2:13][C:12]3[C:8]([C:5]4[CH:4]=[CH:3][C:2]([F:1])=[CH:7][CH:6]=4)=[N:9][O:10][C:11]=3[CH3:24])=[N:16][CH:17]=2)[CH2:27][CH2:26]1. The yield is 0.650. (4) The reactants are COP([CH2:7][C:8](=[O:10])[CH3:9])(=O)OC.CC(C)([O-])C.[K+].[CH3:17][C:18]([CH3:25])([CH:23]=O)[C:19]([O:21][CH3:22])=[O:20]. The catalyst is O1CCCC1. The product is [CH3:17][C:18]([CH3:25])(/[CH:23]=[CH:7]/[C:8](=[O:10])[CH3:9])[C:19]([O:21][CH3:22])=[O:20]. The yield is 0.470. (5) The reactants are Cl[C:2]1[N:7]=[C:6]([C:8]2[CH:9]=[C:10]([NH:14][C:15](=[O:18])[CH:16]=[CH2:17])[CH:11]=[CH:12][CH:13]=2)[C:5]([Cl:19])=[CH:4][N:3]=1.[F:20][C:21]1[CH:22]=[C:23]([CH:25]=[CH:26][C:27]=1[N:28]1[CH2:33][CH2:32][O:31][CH2:30][CH2:29]1)[NH2:24].C([O-])([O-])=O.[Cs+].[Cs+].CC(C1C=C(C(C)C)C(C2C=CC=CC=2P(C2CCCCC2)C2CCCCC2)=C(C(C)C)C=1)C. The catalyst is C1(C)C=CC=CC=1.C1C=CC(/C=C/C(/C=C/C2C=CC=CC=2)=O)=CC=1.C1C=CC(/C=C/C(/C=C/C2C=CC=CC=2)=O)=CC=1.C1C=CC(/C=C/C(/C=C/C2C=CC=CC=2)=O)=CC=1.[Pd].[Pd]. The product is [Cl:19][C:5]1[C:6]([C:8]2[CH:9]=[C:10]([NH:14][C:15](=[O:18])[CH:16]=[CH2:17])[CH:11]=[CH:12][CH:13]=2)=[N:7][C:2]([NH:24][C:23]2[CH:25]=[CH:26][C:27]([N:28]3[CH2:29][CH2:30][O:31][CH2:32][CH2:33]3)=[C:21]([F:20])[CH:22]=2)=[N:3][CH:4]=1. The yield is 0.327. (6) The reactants are [C:1]([C:5]1[CH:10]=[CH:9][C:8]([S:11]([NH:14][C:15]2[CH:16]=[CH:17][C:18]3[S:22][C:21]([C:23]([OH:25])=O)=[C:20]([C:26]4[CH:31]=[CH:30][CH:29]=[CH:28][CH:27]=4)[C:19]=3[CH:32]=2)(=[O:13])=[O:12])=[CH:7][CH:6]=1)([CH3:4])([CH3:3])[CH3:2].[NH2:33][CH:34]1[CH2:39][CH2:38][O:37][CH2:36][CH2:35]1. No catalyst specified. The product is [O:37]1[CH2:38][CH2:39][CH:34]([NH:33][C:23]([C:21]2[S:22][C:18]3[CH:17]=[CH:16][C:15]([NH:14][S:11]([C:8]4[CH:9]=[CH:10][C:5]([C:1]([CH3:2])([CH3:4])[CH3:3])=[CH:6][CH:7]=4)(=[O:12])=[O:13])=[CH:32][C:19]=3[C:20]=2[C:26]2[CH:31]=[CH:30][CH:29]=[CH:28][CH:27]=2)=[O:25])[CH2:35][CH2:36]1. The yield is 0.500. (7) The reactants are C([CH:3]([C:5]1([CH2:9][C:10]2[CH:15]=[CH:14][CH:13]=[CH:12][CH:11]=2)[CH2:8][CH2:7][CH2:6]1)[OH:4])C.[C:16](Cl)(Cl)=[O:17].[NH2:20][C@@H:21]([CH2:35][CH2:36][CH2:37][CH3:38])[CH:22]([OH:34])[C:23]([NH:25][C@@H:26]([C:28]1[CH:33]=[CH:32][CH:31]=[CH:30][CH:29]=1)[CH3:27])=[O:24].C(N(CC)CC)C. The catalyst is O1CCCC1.C1(C)C=CC=CC=1.C(OCC)(=O)C. The product is [OH:34][CH:22]([C@@H:21]([NH:20][C:16](=[O:17])[O:4][CH2:3][C:5]1([CH2:9][C:10]2[CH:11]=[CH:12][CH:13]=[CH:14][CH:15]=2)[CH2:6][CH2:7][CH2:8]1)[CH2:35][CH2:36][CH2:37][CH3:38])[C:23](=[O:24])[NH:25][C@@H:26]([C:28]1[CH:33]=[CH:32][CH:31]=[CH:30][CH:29]=1)[CH3:27]. The yield is 0.990.